From a dataset of hERG Central: cardiac toxicity at 1µM, 10µM, and general inhibition. Predict hERG channel inhibition at various concentrations. The drug is CN(C)S(=O)(=O)c1ccc(Cl)c(NC(=O)CSc2nc3ccccc3c(=O)n2CCCN2CCOCC2)c1. Results: hERG_inhib (hERG inhibition (general)): blocker.